From a dataset of Experimental lipophilicity measurements (octanol/water distribution) for 4,200 compounds from AstraZeneca. Regression/Classification. Given a drug SMILES string, predict its absorption, distribution, metabolism, or excretion properties. Task type varies by dataset: regression for continuous measurements (e.g., permeability, clearance, half-life) or binary classification for categorical outcomes (e.g., BBB penetration, CYP inhibition). For this dataset (lipophilicity_astrazeneca), we predict Y. (1) The compound is Cc1ccc(COC(=O)N2CC[C@H](CNc3ncccn3)[C@H](F)C2)cc1. The Y is 3.21 logD. (2) The compound is O=C(Nc1cc(C(F)(F)F)cc(C(F)(F)F)c1)c1cnc(Cl)nc1C(F)(F)F. The Y is 1.80 logD. (3) The compound is O=C1NC(=O)/C(=C/c2cccc(Cl)c2N2CCNCC2)S1. The Y is 0.680 logD. (4) The compound is CC(=O)Nc1ccc(CC(=O)N(C)C2CCN(Cc3ccc(C(F)(F)F)cc3)CC2)cc1. The Y is 2.90 logD. (5) The Y is 4.20 logD. The compound is CCn1c2ccccc2c2cc(NC(=O)C(C)C)ccc21. (6) The drug is CCOc1ccccc1-c1ccc2c(c1)C(=O)C(=O)c1ccccc1-2. The Y is 2.67 logD.